From a dataset of Full USPTO retrosynthesis dataset with 1.9M reactions from patents (1976-2016). Predict the reactants needed to synthesize the given product. (1) The reactants are: C(NC(C)C)(C)C.C([Li])CCC.[C:13]([C:15]1[CH:20]=[CH:19][C:18]([O:21][CH3:22])=[C:17]([F:23])[CH:16]=1)#[CH:14].Cl[C:25]([O:27][CH2:28][CH3:29])=[O:26]. Given the product [F:23][C:17]1[CH:16]=[C:15]([C:13]#[C:14][C:25]([O:27][CH2:28][CH3:29])=[O:26])[CH:20]=[CH:19][C:18]=1[O:21][CH3:22], predict the reactants needed to synthesize it. (2) The reactants are: [O-]CC.[Na+].[Cl:5][C:6]1[C:7]([NH:12][NH2:13])=[N:8][CH:9]=[CH:10][CH:11]=1.[C:14](OCC)(=[O:22])/[CH:15]=[CH:16]\[C:17]([O:19][CH2:20][CH3:21])=[O:18].C(O)(=O)C. Given the product [Cl:5][C:6]1[C:7]([N:12]2[CH:16]([C:17]([O:19][CH2:20][CH3:21])=[O:18])[CH2:15][C:14](=[O:22])[NH:13]2)=[N:8][CH:9]=[CH:10][CH:11]=1, predict the reactants needed to synthesize it. (3) Given the product [F:1][C:2]1[CH:28]=[CH:27][C:5]([CH2:6][NH:7][C:8]([C:10]2[CH:15]=[C:14]([C:16]3[CH2:17][CH:18]([C:19]4[CH:20]=[N:21][CH:22]=[CH:23][CH:24]=4)[NH:33][N:32]=3)[N:13]=[C:12]([CH3:26])[N:11]=2)=[O:9])=[CH:4][C:3]=1[O:29][CH3:30], predict the reactants needed to synthesize it. The reactants are: [F:1][C:2]1[CH:28]=[CH:27][C:5]([CH2:6][NH:7][C:8]([C:10]2[CH:15]=[C:14]([C:16](=O)[CH:17]=[CH:18][C:19]3[CH:20]=[N:21][CH:22]=[CH:23][CH:24]=3)[N:13]=[C:12]([CH3:26])[N:11]=2)=[O:9])=[CH:4][C:3]=1[O:29][CH3:30].O.[NH2:32][NH2:33]. (4) Given the product [F:14][CH:15]([F:23])[C:16]1[CH:17]=[C:18]([CH:19]=[CH:20][CH:21]=1)[O:22][C:2]1[N:6]([CH3:7])[N:5]=[C:4]([C:8]([F:11])([F:10])[F:9])[C:3]=1[C:12]([OH:13])=[O:25], predict the reactants needed to synthesize it. The reactants are: Cl[C:2]1[N:6]([CH3:7])[N:5]=[C:4]([C:8]([F:11])([F:10])[F:9])[C:3]=1[CH:12]=[O:13].[F:14][CH:15]([F:23])[C:16]1[CH:17]=[C:18]([OH:22])[CH:19]=[CH:20][CH:21]=1.C(=O)([O-])[O-:25].[K+].[K+]. (5) Given the product [CH2:18]([CH2:25][NH:26][C:2]1[CH:3]=[C:4]2[C:8](=[CH:9][CH:10]=1)[C:7](=[O:11])[CH2:6][CH2:5]2)[C:19]1[CH:24]=[CH:23][CH:22]=[CH:21][CH:20]=1, predict the reactants needed to synthesize it. The reactants are: F[C:2]1[CH:3]=[C:4]2[C:8](=[CH:9][CH:10]=1)[C:7](=[O:11])[CH2:6][CH2:5]2.C(=O)([O-])[O-].[K+].[K+].[CH2:18]([CH2:25][NH2:26])[C:19]1[CH:24]=[CH:23][CH:22]=[CH:21][CH:20]=1.O. (6) Given the product [Cl:32][C:33]1[CH:40]=[CH:39][C:36]([CH2:37][NH:1][C:2]2[C:3]([C:22]([NH:24][CH3:25])=[O:23])=[N:4][C:5]([C:8]3[CH:13]=[CH:12][CH:11]=[C:10]([C:14]([NH:16][C@@H:17]4[CH2:21][CH2:20][N:19]([CH2:37][C:36]5[CH:39]=[CH:40][C:33]([Cl:32])=[CH:34][CH:35]=5)[CH2:18]4)=[O:15])[CH:9]=3)=[CH:6][N:7]=2)=[CH:35][CH:34]=1, predict the reactants needed to synthesize it. The reactants are: [NH2:1][C:2]1[C:3]([C:22]([NH:24][CH3:25])=[O:23])=[N:4][C:5]([C:8]2[CH:13]=[CH:12][CH:11]=[C:10]([C:14]([NH:16][C@@H:17]3[CH2:21][CH2:20][NH:19][CH2:18]3)=[O:15])[CH:9]=2)=[CH:6][N:7]=1.C([O-])([O-])=O.[K+].[K+].[Cl:32][C:33]1[CH:40]=[CH:39][C:36]([CH2:37]Br)=[CH:35][CH:34]=1.